From a dataset of Forward reaction prediction with 1.9M reactions from USPTO patents (1976-2016). Predict the product of the given reaction. Given the reactants CC1C=C2C(=CC=1)N(O[S:12](O)(=O)=O)C(=O)C2.S[C:18]1[CH:19]=[C:20]2[C:24](=[CH:25][CH:26]=1)[NH:23][C:22](=O)[CH2:21]2.[CH2:28](I)[CH3:29].P([O-])([O-])(O)=O, predict the reaction product. The product is: [CH2:28]([C:18]1[CH:19]=[C:20]2[C:24](=[CH:25][CH:26]=1)[NH:23][C:22](=[S:12])[CH2:21]2)[CH3:29].